Dataset: Catalyst prediction with 721,799 reactions and 888 catalyst types from USPTO. Task: Predict which catalyst facilitates the given reaction. (1) Product: [Br:1][C:2]1[CH:7]=[CH:6][C:5]([C@@H:8]2[C:17]3[C:12](=[CH:13][CH:14]=[CH:15][CH:16]=3)[CH2:11][C@H:10]([CH3:18])[N:9]2[C:20]([NH:19][C:22]2[CH:29]=[CH:28][C:25]([C:26]#[N:27])=[CH:24][CH:23]=2)=[O:21])=[CH:4][CH:3]=1. Reactant: [Br:1][C:2]1[CH:7]=[CH:6][C:5]([C@@H:8]2[C:17]3[C:12](=[CH:13][CH:14]=[CH:15][CH:16]=3)[CH2:11][C@H:10]([CH3:18])[NH:9]2)=[CH:4][CH:3]=1.[N:19]([C:22]1[CH:29]=[CH:28][C:25]([C:26]#[N:27])=[CH:24][CH:23]=1)=[C:20]=[O:21]. The catalyst class is: 2. (2) Reactant: [Li]CCCC.[C:6]([C:8]1[CH:13]=[C:12]([CH:14]([CH3:16])[CH3:15])[CH:11]=[C:10]([CH:17]([CH3:19])[CH3:18])[C:9]=1[O:20][CH2:21][CH2:22][CH2:23][CH2:24][CH2:25][CH3:26])#[CH:7].O(C1C=CC=CC=1)[C:28]#[N:29].[OH-].[Na+]. Product: [CH2:21]([O:20][C:9]1[C:10]([CH:17]([CH3:18])[CH3:19])=[CH:11][C:12]([CH:14]([CH3:15])[CH3:16])=[CH:13][C:8]=1[C:6]#[C:7][C:28]#[N:29])[CH2:22][CH2:23][CH2:24][CH2:25][CH3:26]. The catalyst class is: 1. (3) Reactant: [CH2:1](OC(C1OC2C=CC=C(C(=O)N)C=2C=1C)=O)C.[H-].[Na+].IC.[CH2:23]([O:25][C:26]([C:28]1[O:29][C:30]2[CH:37]=[CH:36][CH:35]=[C:34]([C:38](=[O:41])[NH:39][CH3:40])[C:31]=2[C:32]=1[CH3:33])=[O:27])[CH3:24]. Product: [CH2:23]([O:25][C:26]([C:28]1[O:29][C:30]2[CH:37]=[CH:36][CH:35]=[C:34]([C:38](=[O:41])[N:39]([CH3:1])[CH3:40])[C:31]=2[C:32]=1[CH3:33])=[O:27])[CH3:24]. The catalyst class is: 3. (4) Reactant: [BH3-]C#N.[Na+].[NH2:5][CH2:6][CH2:7][N:8]1[CH:12]=[C:11]([NH:13][C:14]([C:16]2[CH:17]=[N:18][N:19]3[CH:24]=[CH:23][CH:22]=[N:21][C:20]=23)=[O:15])[C:10]([C:25]2[CH:30]=[C:29]([Cl:31])[CH:28]=[CH:27][C:26]=2[O:32][CH:33]([F:35])[F:34])=[N:9]1.[OH:36][C:37]1[CH:38]=[C:39]([CH:42]=[CH:43][CH:44]=1)[CH:40]=O. Product: [CH:33]([OH:32])=[O:36].[Cl:31][C:29]1[CH:28]=[CH:27][C:26]([O:32][CH:33]([F:34])[F:35])=[C:25]([C:10]2[C:11]([NH:13][C:14]([C:16]3[CH:17]=[N:18][N:19]4[CH:24]=[CH:23][CH:22]=[N:21][C:20]=34)=[O:15])=[CH:12][N:8]([CH2:7][CH2:6][NH:5][CH2:40][C:39]3[CH:42]=[CH:43][CH:44]=[C:37]([OH:36])[CH:38]=3)[N:9]=2)[CH:30]=1. The catalyst class is: 5. (5) Reactant: [Cl:1][C:2]1[CH:19]=[CH:18][C:5]2[S:6][C:7]([C:15](=[O:17])[CH3:16])=[C:8]([C:9]3[CH:14]=[CH:13][CH:12]=[CH:11][CH:10]=3)[C:4]=2[CH:3]=1.[CH3:20][N:21]([CH:23](OC)OC)[CH3:22]. Product: [Cl:1][C:2]1[CH:19]=[CH:18][C:5]2[S:6][C:7]([C:15](=[O:17])/[CH:16]=[CH:20]/[N:21]([CH3:23])[CH3:22])=[C:8]([C:9]3[CH:14]=[CH:13][CH:12]=[CH:11][CH:10]=3)[C:4]=2[CH:3]=1. The catalyst class is: 25. (6) Reactant: CSC.[CH2:4]([C:6]1[CH:60]=[CH:59][C:9]([CH2:10][N:11]2[C:19]3[C:14](=[CH:15][CH:16]=[CH:17][CH:18]=3)[C:13]([C@@H:20]3[CH2:25][C@H:24]([CH2:26][O:27]CC4C=CC=CC=4)[C@@H:23]([O:35]CC4C=CC=CC=4)[C@H:22]([O:43]CC4C=CC=CC=4)[C@H:21]3[O:51]CC3C=CC=CC=3)=[CH:12]2)=[CH:8][CH:7]=1)[CH3:5].O. Product: [CH2:4]([C:6]1[CH:60]=[CH:59][C:9]([CH2:10][N:11]2[C:19]3[C:14](=[CH:15][CH:16]=[CH:17][CH:18]=3)[C:13]([C@@H:20]3[CH2:25][C@H:24]([CH2:26][OH:27])[C@@H:23]([OH:35])[C@H:22]([OH:43])[C@H:21]3[OH:51])=[CH:12]2)=[CH:8][CH:7]=1)[CH3:5]. The catalyst class is: 2.